Dataset: Full USPTO retrosynthesis dataset with 1.9M reactions from patents (1976-2016). Task: Predict the reactants needed to synthesize the given product. (1) Given the product [Si:1]([O:8][CH2:9][C@@H:10]1[CH:11]=[C:23]([CH:24]([CH3:25])[CH3:26])[C:22](=[O:28])[CH2:21][N:13]1[C:14]([O:15][C:16]([CH3:17])([CH3:19])[CH3:18])=[O:20])([C:4]([CH3:5])([CH3:7])[CH3:6])([CH3:3])[CH3:2], predict the reactants needed to synthesize it. The reactants are: [Si:1]([O:8][CH2:9][C@@H:10]([N:13]([CH2:21][C:22](=[O:28])[C:23](=C)[CH:24]([CH3:26])[CH3:25])[C:14](=[O:20])[O:15][C:16]([CH3:19])([CH3:18])[CH3:17])[CH:11]=C)([C:4]([CH3:7])([CH3:6])[CH3:5])([CH3:3])[CH3:2].[Si](OC[C@@H]1C=C(C)C(=O)CN1C(OC(C)(C)C)=O)(C(C)(C)C)(C)C. (2) Given the product [C:29]([N:37]1[CH2:42][CH2:41][CH:40]([NH:43][C:12]2[C:11]3[C:16](=[CH:17][CH:18]=[C:9]([CH:8]([C:21]4[CH:26]=[CH:25][C:24]([Cl:27])=[CH:23][CH:22]=4)[C:5]4[CH:6]=[CH:7][C:2]([Cl:1])=[CH:3][CH:4]=4)[CH:10]=3)[N:15]=[C:14]([OH:19])[CH:13]=2)[CH2:39][CH2:38]1)(=[O:36])[C:30]1[CH:31]=[CH:32][CH:33]=[CH:34][CH:35]=1, predict the reactants needed to synthesize it. The reactants are: [Cl:1][C:2]1[CH:7]=[CH:6][C:5]([CH:8]([C:21]2[CH:26]=[CH:25][C:24]([Cl:27])=[CH:23][CH:22]=2)[C:9]2[CH:10]=[C:11]3[C:16](=[CH:17][CH:18]=2)[N:15]=[C:14]([OH:19])[CH:13]=[C:12]3Br)=[CH:4][CH:3]=1.Cl.[C:29]([N:37]1[CH2:42][CH2:41][CH:40]([NH2:43])[CH2:39][CH2:38]1)(=[O:36])[C:30]1[CH:35]=[CH:34][CH:33]=[CH:32][CH:31]=1.C([O-])([O-])=O.[Cs+].[Cs+].CC([O-])(C)C.[K+]. (3) Given the product [CH2:1]([O:3][C:4]([C:6]1[NH:7][C:8]2[C:13]([CH:14]=1)=[CH:12][C:11]([NH2:15])=[CH:10][C:9]=2[CH3:18])=[O:5])[CH3:2], predict the reactants needed to synthesize it. The reactants are: [CH2:1]([O:3][C:4]([C:6]1[NH:7][C:8]2[C:13]([CH:14]=1)=[CH:12][C:11]([N+:15]([O-])=O)=[CH:10][C:9]=2[CH3:18])=[O:5])[CH3:2].[H][H]. (4) Given the product [Cl:16][C:5]1[CH:4]=[N:3][N:2]([CH3:1])[C:6]=1[B:7]1[O:11][C:10]([CH3:13])([CH3:12])[C:9]([CH3:15])([CH3:14])[O:8]1, predict the reactants needed to synthesize it. The reactants are: [CH3:1][N:2]1[C:6]([B:7]2[O:11][C:10]([CH3:13])([CH3:12])[C:9]([CH3:15])([CH3:14])[O:8]2)=[CH:5][CH:4]=[N:3]1.[Cl:16]N1C(=O)CCC1=O.O1CCCC1. (5) Given the product [CH2:15]([NH:14][C:10]1[CH:9]=[C:8]([C:4]2[CH:5]=[CH:6][CH:7]=[C:2]([Cl:1])[CH:3]=2)[CH:13]=[CH:12][CH:11]=1)[CH2:16][CH2:17][CH3:18], predict the reactants needed to synthesize it. The reactants are: [Cl:1][C:2]1[CH:3]=[C:4]([C:8]2[CH:13]=[CH:12][CH:11]=[C:10]([NH2:14])[CH:9]=2)[CH:5]=[CH:6][CH:7]=1.[CH:15](=O)[CH2:16][CH2:17][CH3:18]. (6) Given the product [N+:1]([C:4]1[CH:5]=[C:6]([C:12]2[O:13][C:14]3[CH:20]=[CH:19][C:18]([C:25]4[CH:26]=[CH:27][C:28]([F:29])=[C:23]([Cl:22])[CH:24]=4)=[CH:17][C:15]=3[N:16]=2)[CH:7]=[CH:8][C:9]=1[O:10][CH3:11])([O-:3])=[O:2], predict the reactants needed to synthesize it. The reactants are: [N+:1]([C:4]1[CH:5]=[C:6]([C:12]2[O:13][C:14]3[CH:20]=[CH:19][C:18](Br)=[CH:17][C:15]=3[N:16]=2)[CH:7]=[CH:8][C:9]=1[O:10][CH3:11])([O-:3])=[O:2].[Cl:22][C:23]1[CH:24]=[C:25](B(O)O)[CH:26]=[CH:27][C:28]=1[F:29]. (7) Given the product [CH3:1][C:2]1[C:3]([C:22]([N:24]2[CH2:29][CH2:28][N:27]([CH2:39][C:38]3[CH:37]=[N:36][C:35]([N:30]4[CH2:34][CH2:33][CH2:32][CH2:31]4)=[CH:42][CH:41]=3)[CH2:26][CH2:25]2)=[O:23])=[CH:4][C:5]2[C:6]3[N:15]([CH:16]4[CH2:17][CH2:18][O:19][CH2:20][CH2:21]4)[N:14]=[CH:13][C:7]=3[C:8](=[O:12])[NH:9][C:10]=2[CH:11]=1, predict the reactants needed to synthesize it. The reactants are: [CH3:1][C:2]1[C:3]([C:22]([N:24]2[CH2:29][CH2:28][NH:27][CH2:26][CH2:25]2)=[O:23])=[CH:4][C:5]2[C:6]3[N:15]([CH:16]4[CH2:21][CH2:20][O:19][CH2:18][CH2:17]4)[N:14]=[CH:13][C:7]=3[C:8](=[O:12])[NH:9][C:10]=2[CH:11]=1.[N:30]1([C:35]2[CH:42]=[CH:41][C:38]([CH:39]=O)=[CH:37][N:36]=2)[CH2:34][CH2:33][CH2:32][CH2:31]1.C(O[BH-](OC(=O)C)OC(=O)C)(=O)C.[Na+].C(=O)([O-])O.[Na+]. (8) Given the product [Br:35][C:36]1[CH:37]=[C:38]([CH:41]=[CH:42][CH:43]=1)[CH2:39][O:1][CH:2]1[CH:7]([C:8]2[CH:13]=[CH:12][C:11]([O:14][CH2:15][CH2:16][CH2:17][O:18][CH2:19][C:20]3[CH:25]=[CH:24][CH:23]=[CH:22][C:21]=3[O:26][CH3:27])=[CH:10][CH:9]=2)[CH2:6][CH2:5][N:4]([C:28]([O:30][C:31]([CH3:34])([CH3:33])[CH3:32])=[O:29])[CH2:3]1, predict the reactants needed to synthesize it. The reactants are: [OH:1][CH:2]1[CH:7]([C:8]2[CH:13]=[CH:12][C:11]([O:14][CH2:15][CH2:16][CH2:17][O:18][CH2:19][C:20]3[CH:25]=[CH:24][CH:23]=[CH:22][C:21]=3[O:26][CH3:27])=[CH:10][CH:9]=2)[CH2:6][CH2:5][N:4]([C:28]([O:30][C:31]([CH3:34])([CH3:33])[CH3:32])=[O:29])[CH2:3]1.[Br:35][C:36]1[CH:37]=[C:38]([CH:41]=[CH:42][CH:43]=1)[CH2:39]Br.